From a dataset of Full USPTO retrosynthesis dataset with 1.9M reactions from patents (1976-2016). Predict the reactants needed to synthesize the given product. (1) Given the product [N:8]1[CH:9]=[CH:10][C:11]([C:14]2[NH:7][N:6]=[N:5][C:15]=2[C:16]2[CH:17]=[CH:18][C:19]([O:20][CH2:21][C:22]3[CH:31]=[CH:30][C:29]4[C:24](=[CH:25][CH:26]=[CH:27][CH:28]=4)[N:23]=3)=[CH:32][CH:33]=2)=[CH:12][CH:13]=1, predict the reactants needed to synthesize it. The reactants are: C[Si]([N:5]=[N+:6]=[N-:7])(C)C.[N:8]1[CH:13]=[CH:12][C:11]([C:14]#[C:15][C:16]2[CH:33]=[CH:32][C:19]([O:20][CH2:21][C:22]3[CH:31]=[CH:30][C:29]4[C:24](=[CH:25][CH:26]=[CH:27][CH:28]=4)[N:23]=3)=[CH:18][CH:17]=2)=[CH:10][CH:9]=1. (2) Given the product [Br:7][C:8]1[CH:13]=[C:12]([O:6][CH:4]([CH3:5])[CH3:3])[CH:11]=[C:10]([Br:15])[CH:9]=1, predict the reactants needed to synthesize it. The reactants are: [H-].[Na+].[CH3:3][CH:4]([OH:6])[CH3:5].[Br:7][C:8]1[CH:13]=[C:12](F)[CH:11]=[C:10]([Br:15])[CH:9]=1.C([O-])(O)=O.[Na+].